Task: Predict which catalyst facilitates the given reaction.. Dataset: Catalyst prediction with 721,799 reactions and 888 catalyst types from USPTO (1) The catalyst class is: 28. Reactant: Br[C:2]1[C:6]2[CH:7]=[CH:8][CH:9]=[CH:10][C:5]=2[O:4][C:3]=1[F:11].C([Li])CCC.[CH2:17]([Sn:19](Br)([CH2:22][CH3:23])[CH2:20][CH3:21])[CH3:18]. Product: [F:11][C:3]1[O:4][C:5]2[CH:10]=[CH:9][CH:8]=[CH:7][C:6]=2[C:2]=1[Sn:19]([CH2:22][CH3:23])([CH2:20][CH3:21])[CH2:17][CH3:18]. (2) Reactant: [OH:1][C:2]1[CH:10]=[CH:9][C:8]([C:11]2[N:12]([C:27]([O:29][C:30]([CH3:33])([CH3:32])[CH3:31])=[O:28])[C:13]3[C:18]([CH:19]=2)=[CH:17][C:16]([CH2:20][N:21]2[CH2:26][CH2:25][CH2:24][CH2:23][CH2:22]2)=[CH:15][CH:14]=3)=[C:7]2[C:3]=1[CH2:4][NH:5][C:6]2=[O:34].C(N(CC)CC)C.[CH3:42][C:43]1[C:47]([S:48](Cl)(=[O:50])=[O:49])=[C:46]([CH3:52])[O:45][N:44]=1. Product: [CH3:42][C:43]1[C:47]([S:48]([O:1][C:2]2[CH:10]=[CH:9][C:8]([C:11]3[N:12]([C:27]([O:29][C:30]([CH3:31])([CH3:33])[CH3:32])=[O:28])[C:13]4[C:18]([CH:19]=3)=[CH:17][C:16]([CH2:20][N:21]3[CH2:26][CH2:25][CH2:24][CH2:23][CH2:22]3)=[CH:15][CH:14]=4)=[C:7]3[C:3]=2[CH2:4][NH:5][C:6]3=[O:34])(=[O:50])=[O:49])=[C:46]([CH3:52])[O:45][N:44]=1. The catalyst class is: 10. (3) Reactant: [Cl:1][C:2]1[N:9]=[CH:8][CH:7]=[C:6](I)[C:3]=1[CH:4]=O.[NH2:11][NH2:12]. Product: [Cl:1][C:2]1[C:3]2[CH:4]=[N:11][NH:12][C:6]=2[CH:7]=[CH:8][N:9]=1. The catalyst class is: 8. (4) Reactant: [CH3:1][O:2][C:3]1[CH:8]=[CH:7][C:6]([NH:9][C:10](=[O:12])[CH3:11])=[CH:5][C:4]=1[C:13]1[N:14]([CH3:18])[N:15]=[CH:16][CH:17]=1.[Br:19]N1C(=O)CCC1=O.O. Product: [Br:19][C:17]1[CH:16]=[N:15][N:14]([CH3:18])[C:13]=1[C:4]1[CH:5]=[C:6]([NH:9][C:10](=[O:12])[CH3:11])[CH:7]=[CH:8][C:3]=1[O:2][CH3:1]. The catalyst class is: 80. (5) Product: [O:17]=[C:9]([C:3]1[CH:8]=[CH:7][CH:6]=[CH:5][CH:4]=1)[CH:10]([C:11]1[CH:12]=[CH:13][N:14]=[CH:15][CH:16]=1)[CH2:19][C:20]([O:22][CH2:23][CH3:24])=[O:21]. The catalyst class is: 1. Reactant: [H-].[Na+].[C:3]1([C:9](=[O:17])[CH2:10][C:11]2[CH:16]=[CH:15][N:14]=[CH:13][CH:12]=2)[CH:8]=[CH:7][CH:6]=[CH:5][CH:4]=1.Br[CH2:19][C:20]([O:22][CH2:23][CH3:24])=[O:21]. (6) Product: [ClH:29].[OH:1][C@H:2]1[CH2:6][NH:5][C@H:4]([C:14]([NH:15][CH2:16][C:17]2[CH:18]=[CH:19][C:20]([C:23]3[O:27][CH:26]=[N:25][CH:24]=3)=[CH:21][CH:22]=2)=[O:28])[CH2:3]1. The catalyst class is: 138. Reactant: [OH:1][C@H:2]1[CH2:6][N:5](C(OC(C)(C)C)=O)[C@H:4]([C:14](=[O:28])[NH:15][CH2:16][C:17]2[CH:22]=[CH:21][C:20]([C:23]3[O:27][CH:26]=[N:25][CH:24]=3)=[CH:19][CH:18]=2)[CH2:3]1.[ClH:29]. (7) Reactant: [Br:1][C:2]1[C:7]([F:8])=[CH:6][C:5]([N:9]2[C:18]3[C:13](=[CH:14][C:15]([S:19](Cl)(=[O:21])=[O:20])=[CH:16][CH:17]=3)[N:12]=[CH:11][C:10]2=[O:23])=[C:4]([O:24][CH3:25])[CH:3]=1.ClCCl.[NH2:29][C:30]1[CH:34]=[CH:33][O:32][N:31]=1. Product: [Br:1][C:2]1[C:7]([F:8])=[CH:6][C:5]([N:9]2[C:18]3[C:13](=[CH:14][C:15]([S:19]([NH:29][C:30]4[CH:34]=[CH:33][O:32][N:31]=4)(=[O:21])=[O:20])=[CH:16][CH:17]=3)[N:12]=[CH:11][C:10]2=[O:23])=[C:4]([O:24][CH3:25])[CH:3]=1. The catalyst class is: 17. (8) Reactant: ClC(O[CH:5](Cl)[CH3:6])=O.[CH2:8]([N:15]1C[C@H](C)O[C@H](C)[CH2:16]1)[C:9]1C=CC=[CH:11][CH:10]=1.C(N(CC)C(C)C)(C)C.[C:32]([O-:35])([O-])=O.[K+].[K+].F[C:39]1[CH:46]=[CH:45][C:44]([N+:47]([O-:49])=[O:48])=[CH:43][C:40]=1[CH:41]=[O:42].CN(C)CCNC. Product: [CH2:5]([C@H:32]1[O:35][C@@H:9]([CH2:10][CH3:11])[CH2:8][N:15]([C:39]2[CH:46]=[CH:45][C:44]([N+:47]([O-:49])=[O:48])=[CH:43][C:40]=2[CH:41]=[O:42])[CH2:16]1)[CH3:6]. The catalyst class is: 2.